From a dataset of Full USPTO retrosynthesis dataset with 1.9M reactions from patents (1976-2016). Predict the reactants needed to synthesize the given product. (1) Given the product [C:1]([CH:3]=[C:4]1[CH2:9][CH2:8][N:7]([C:10]2[CH:15]=[CH:14][C:13]([N:16]3[CH2:20][C@H:19]([CH2:21][NH:22][C:33](=[O:34])[CH:32]([F:36])[F:31])[O:18][C:17]3=[O:23])=[CH:12][C:11]=2[F:24])[CH2:6][CH2:5]1)#[N:2], predict the reactants needed to synthesize it. The reactants are: [C:1]([CH:3]=[C:4]1[CH2:9][CH2:8][N:7]([C:10]2[CH:15]=[CH:14][C:13]([N:16]3[CH2:20][C@H:19]([CH2:21][NH2:22])[O:18][C:17]3=[O:23])=[CH:12][C:11]=2[F:24])[CH2:6][CH2:5]1)#[N:2].C(Cl)(=O)C(Cl)=O.[F:31][CH:32]([F:36])[C:33](O)=[O:34].C(N(CC)CC)C. (2) The reactants are: [Cl:1][C:2]1[CH:7]=[CH:6][C:5]([I:8])=[CH:4][C:3]=1[C:9]1[O:10][C:11]2[C:16]([C:17](=[O:19])[CH:18]=1)=[C:15]([O:20]C)[CH:14]=[C:13]([O:22]C)[C:12]=2[C@@H:24]1[CH2:28][CH2:27][N:26]([CH3:29])[C@H:25]1[CH2:30][OH:31].Cl.N1C=CC=CC=1. Given the product [Cl:1][C:2]1[CH:7]=[CH:6][C:5]([I:8])=[CH:4][C:3]=1[C:9]1[O:10][C:11]2[C:16]([C:17](=[O:19])[CH:18]=1)=[C:15]([OH:20])[CH:14]=[C:13]([OH:22])[C:12]=2[C@@H:24]1[CH2:28][CH2:27][N:26]([CH3:29])[C@H:25]1[CH2:30][OH:31], predict the reactants needed to synthesize it. (3) Given the product [CH2:1]([C:9]1[CH:14]=[CH:13][C:12]([CH:15]2[CH2:16][C:17]3([NH:26][C:33](=[O:35])[NH:25][C:21]3=[O:24])[CH2:18][O:19]2)=[CH:11][CH:10]=1)[CH2:2][CH2:3][CH2:4][CH2:5][CH2:6][CH2:7][CH3:8], predict the reactants needed to synthesize it. The reactants are: [CH2:1]([C:9]1[CH:14]=[CH:13][C:12]([CH:15]2[O:19][CH2:18][C:17](=O)[CH2:16]2)=[CH:11][CH:10]=1)[CH2:2][CH2:3][CH2:4][CH2:5][CH2:6][CH2:7][CH3:8].[C:21](=[O:24])([O-])[O-].[NH4+:25].[NH4+:26].[C-]#N.[K+].Cl.C#N.[CH2:33]([OH:35])C. (4) Given the product [CH3:1][C:2]1[C:6]2[CH:7]=[CH:8][C:9]([C:11]3[NH:12][C:13]4[N:14]([N:18]=[CH:19][C:20]=4[C:21]([NH2:22])=[O:23])[C:15](=[O:17])[CH:16]=3)=[CH:10][C:5]=2[O:4][N:3]=1, predict the reactants needed to synthesize it. The reactants are: [CH3:1][C:2]1[C:6]2[CH:7]=[CH:8][C:9]([C:11]3[NH:12][C:13]4[N:14]([N:18]=[CH:19][C:20]=4[C:21]#[N:22])[C:15](=[O:17])[CH:16]=3)=[CH:10][C:5]=2[O:4][N:3]=1.[OH:23]S(O)(=O)=O. (5) Given the product [CH2:1]([C:5]1[O:6][C:7]2[CH:30]=[CH:29][CH:28]=[CH:27][C:8]=2[C:9]=1[C:10]1[O:11][C:12]([C:15]2[CH:16]=[C:17]3[C:22](=[CH:23][CH:24]=2)[CH:21]=[C:20]([OH:25])[CH:19]=[CH:18]3)=[CH:13][N:14]=1)[CH2:2][CH2:3][CH3:4], predict the reactants needed to synthesize it. The reactants are: [CH2:1]([C:5]1[O:6][C:7]2[CH:30]=[CH:29][CH:28]=[CH:27][C:8]=2[C:9]=1[C:10]1[O:11][C:12]([C:15]2[CH:24]=[CH:23][C:22]3[C:17](=[CH:18][CH:19]=[C:20]([O:25]C)[CH:21]=3)[CH:16]=2)=[CH:13][N:14]=1)[CH2:2][CH2:3][CH3:4].Br. (6) Given the product [NH2:7][C:6]1[CH:8]=[CH:9][C:3]([CH2:2][NH:1][C:19](=[O:20])[O:18][C:15]([CH3:17])([CH3:16])[CH3:14])=[C:4]([C:10]([F:11])([F:12])[F:13])[CH:5]=1, predict the reactants needed to synthesize it. The reactants are: [NH2:1][CH2:2][C:3]1[CH:9]=[CH:8][C:6]([NH2:7])=[CH:5][C:4]=1[C:10]([F:13])([F:12])[F:11].[CH3:14][C:15]([O:18][C:19](O[C:19]([O:18][C:15]([CH3:17])([CH3:16])[CH3:14])=[O:20])=[O:20])([CH3:17])[CH3:16]. (7) Given the product [CH3:41][NH:43][C:1]([CH2:4][CH2:5][C:6]1[N:10]([CH2:11][C:12]2[CH:29]=[CH:28][C:15]3/[C:16](=[CH:25]/[C:26]#[N:27])/[C:17]4[CH:24]=[CH:23][CH:22]=[CH:21][C:18]=4[CH2:19][CH2:20][C:14]=3[CH:13]=2)[C:9]2[CH:30]=[C:31]([C:35]3[CH:36]=[CH:37][CH:38]=[CH:39][CH:40]=3)[CH:32]=[C:33]([CH3:34])[C:8]=2[N:7]=1)=[O:2], predict the reactants needed to synthesize it. The reactants are: [C:1]([CH2:4][CH2:5][C:6]1[N:10]([CH2:11][C:12]2[CH:29]=[CH:28][C:15]3/[C:16](=[CH:25]/[C:26]#[N:27])/[C:17]4[CH:24]=[CH:23][CH:22]=[CH:21][C:18]=4[CH2:19][CH2:20][C:14]=3[CH:13]=2)[C:9]2[CH:30]=[C:31]([C:35]3[CH:40]=[CH:39][CH:38]=[CH:37][CH:36]=3)[CH:32]=[C:33]([CH3:34])[C:8]=2[N:7]=1)(O)=[O:2].[CH2:41]([N:43]=C=NCCCN(C)C)C.ON1C2C=CC=CC=2N=N1.CN.C(=O)([O-])O.[Na+].